From a dataset of Forward reaction prediction with 1.9M reactions from USPTO patents (1976-2016). Predict the product of the given reaction. (1) The product is: [OH:35][C@H:32]1[CH2:33][CH2:26][C@@:20]2([CH3:21])[C@@H:19]([CH2:18][CH2:17][C@@H:16]3[C@@H:15]2[CH2:14][C@@H:13]([OH:27])[C@@:12]2([CH3:28])[C@H:11]3[CH2:5][CH:6]=[C:7]2[C:8](=[O:9])[CH3:10])[CH2:24]1. Given the reactants C[C@H]1CO[C@@:5]2([O:9][C@H:8]3[CH2:10][C@H:11]4[C@@H:16]5[CH2:17][CH2:18][C@H:19]6[CH2:24][C@@H](O)C[CH2:21][C@:20]6([CH3:26])[C@H:15]5[CH2:14][C@@H:13]([OH:27])[C@:12]4([CH3:28])[C@H:7]3[C@@H:6]2C)CC1.[C:32]([OH:35])(=O)[CH3:33], predict the reaction product. (2) Given the reactants [F:1][C:2]1[CH:7]=[CH:6][C:5]([C:8]2[C:13]3[NH:14][C:15](=[O:22])[N:16]([CH2:17][C:18]([OH:21])([CH3:20])[CH3:19])[C:12]=3[CH:11]=[C:10]([C:23]([O:25]C)=[O:24])[CH:9]=2)=[CH:4][CH:3]=1.[OH-].[Na+:28].[ClH:29], predict the reaction product. The product is: [F:1][C:2]1[CH:7]=[CH:6][C:5]([C:8]2[C:13]3[NH:14][C:15](=[O:22])[N:16]([CH2:17][C:18]([OH:21])([CH3:20])[CH3:19])[C:12]=3[CH:11]=[C:10]([C:23]([OH:25])=[O:24])[CH:9]=2)=[CH:4][CH:3]=1.[Cl-:29].[Na+:28].